Dataset: Forward reaction prediction with 1.9M reactions from USPTO patents (1976-2016). Task: Predict the product of the given reaction. (1) The product is: [CH2:18]1[C:26]2[C:21](=[CH:22][CH:23]=[CH:24][CH:25]=2)[CH2:20][N:19]1[C:7]([C:6]1[CH:10]=[C:11]([S:14]([CH3:17])(=[O:16])=[O:15])[CH:12]=[CH:13][C:5]=1[O:4][CH:1]([CH3:2])[CH3:3])=[O:9]. Given the reactants [CH:1]([O:4][C:5]1[CH:13]=[CH:12][C:11]([S:14]([CH3:17])(=[O:16])=[O:15])=[CH:10][C:6]=1[C:7]([OH:9])=O)([CH3:3])[CH3:2].[CH2:18]1[C:26]2[C:21](=[CH:22][CH:23]=[CH:24][CH:25]=2)[CH2:20][NH:19]1.CN(C(ON1N=NC2C=CC=CC1=2)=[N+](C)C)C.[B-](F)(F)(F)F.CCN(C(C)C)C(C)C, predict the reaction product. (2) Given the reactants [NH2:1][C:2]1[CH:11]=[CH:10][C:5]([C:6]([O:8][CH3:9])=[O:7])=[CH:4][C:3]=1[I:12].[C:13](O[C:13]([O:15][C:16]([CH3:19])([CH3:18])[CH3:17])=[O:14])([O:15][C:16]([CH3:19])([CH3:18])[CH3:17])=[O:14].C(N(CC)CC)C, predict the reaction product. The product is: [C:16]([O:15][C:13]([NH:1][C:2]1[CH:11]=[CH:10][C:5]([C:6]([O:8][CH3:9])=[O:7])=[CH:4][C:3]=1[I:12])=[O:14])([CH3:19])([CH3:18])[CH3:17]. (3) Given the reactants C(OC([NH:8][C@@H:9]([CH:13]([CH3:15])[CH3:14])[CH2:10][CH2:11]O)=O)(C)(C)C.O=S(Cl)Cl.[CH3:20][C:21]1[CH:26]=[C:25]([N+:27]([O-:29])=[O:28])[CH:24]=[CH:23][C:22]=1[N:30]=[C:31]=[S:32], predict the reaction product. The product is: [CH:13]([C@H:9]1[CH2:10][CH2:11][S:32][C:31](=[N:30][C:22]2[CH:23]=[CH:24][C:25]([N+:27]([O-:29])=[O:28])=[CH:26][C:21]=2[CH3:20])[NH:8]1)([CH3:15])[CH3:14]. (4) Given the reactants [CH3:1][C:2]1[CH:18]=[C:17]([N:19]([C:23]([CH2:25][CH2:26]C(OCC)=O)=[O:24])[CH:20]([CH3:22])[CH3:21])[C:16]([CH3:32])=[CH:15][C:3]=1[NH:4]C(OCC1C=CC=CC=1)=O.[H][H].ClCCl.[CH2:38]([OH:40])[CH3:39].[CH3:41][OH:42], predict the reaction product. The product is: [CH3:1][C:2]1[CH:18]=[C:17]([N:19]([C:23](=[O:24])[CH:25]([C:41]([O:40][CH2:38][CH3:39])=[O:42])[CH3:26])[CH:20]([CH3:22])[CH3:21])[C:16]([CH3:32])=[CH:15][C:3]=1[NH2:4]. (5) Given the reactants [C:1]([O:5][C:6]([N:8]1[CH2:12][CH2:11][C@H:10]([NH:13][C:14]2[CH:19]=[CH:18][C:17]([F:20])=[C:16]([Cl:21])[CH:15]=2)[CH2:9]1)=[O:7])([CH3:4])([CH3:3])[CH3:2].Br[C:23]1[CH:24]=[N:25][CH:26]=[CH:27][CH:28]=1.CC1(C)C2C=CC=C(P(C3C=CC=CC=3)C3C=CC=CC=3)C=2OC2C1=CC=CC=2P(C1C=CC=CC=1)C1C=CC=CC=1.CC(C)([O-])C.[Na+], predict the reaction product. The product is: [C:1]([O:5][C:6]([N:8]1[CH2:12][CH2:11][C@H:10]([N:13]([C:14]2[CH:19]=[CH:18][C:17]([F:20])=[C:16]([Cl:21])[CH:15]=2)[C:23]2[CH:24]=[N:25][CH:26]=[CH:27][CH:28]=2)[CH2:9]1)=[O:7])([CH3:4])([CH3:2])[CH3:3]. (6) Given the reactants [CH3:1][C:2]([O:4][CH2:5][C:6]([C@:8]1([OH:29])[C@@:12]2([CH3:28])[CH2:13][C@H:14]([OH:27])[C@@H:15]3[C@:25]4([CH3:26])[C:19](=[CH:20][C:21]([CH2:23][CH2:24]4)=[O:22])[CH2:18][CH2:17][C@H:16]3[C@@H:11]2[CH2:10][CH2:9]1)=[O:7])=[O:3].[CH:30]1[C:35]([Cl:36])=[CH:34][C:33]([Cl:37])=[C:32]([CH2:38][O:39][CH:40]([C:47]2[CH:48]=[CH:49][C:50]([Cl:54])=[CH:51][C:52]=2[Cl:53])[CH2:41][N:42]2[CH:46]=[N:45][CH:44]=[CH:43]2)[CH:31]=1.[N+:55]([O-:58])([OH:57])=[O:56], predict the reaction product. The product is: [CH3:1][C:2]([O:4][CH2:5][C:6]([C@:8]1([OH:29])[C@@:12]2([CH3:28])[CH2:13][C@H:14]([OH:27])[C@@H:15]3[C@:25]4([CH3:26])[C:19](=[CH:20][C:21]([CH2:23][CH2:24]4)=[O:22])[CH2:18][CH2:17][C@H:16]3[C@@H:11]2[CH2:10][CH2:9]1)=[O:7])=[O:3].[CH:30]1[C:35]([Cl:36])=[CH:34][C:33]([Cl:37])=[C:32]([CH2:38][O:39][CH:40]([C:47]2[CH:48]=[CH:49][C:50]([Cl:54])=[CH:51][C:52]=2[Cl:53])[CH2:41][N:42]2[CH:46]=[N:45][CH:44]=[CH:43]2)[CH:31]=1.[N+:55]([O-:58])([OH:57])=[O:56]. (7) Given the reactants N#N.[C:3]1([C:9]2[O:13][CH:12]=[N:11][C:10]=2[C:14]([OH:16])=O)[CH:8]=[CH:7][CH:6]=[CH:5][CH:4]=1.C1C=CC2N(O)N=NC=2C=1.C(Cl)CCl.[C:31]([Si:35]([CH3:52])([CH3:51])[O:36][CH:37]([C:39]1[O:40][C:41]([CH2:44][N:45]2[N:49]=[C:48]([NH2:50])[CH:47]=[N:46]2)=[CH:42][N:43]=1)[CH3:38])([CH3:34])([CH3:33])[CH3:32], predict the reaction product. The product is: [C:31]([Si:35]([CH3:52])([CH3:51])[O:36][CH:37]([C:39]1[O:40][C:41]([CH2:44][N:45]2[N:49]=[C:48]([NH:50][C:14]([C:10]3[N:11]=[CH:12][O:13][C:9]=3[C:3]3[CH:4]=[CH:5][CH:6]=[CH:7][CH:8]=3)=[O:16])[CH:47]=[N:46]2)=[CH:42][N:43]=1)[CH3:38])([CH3:34])([CH3:33])[CH3:32].